Dataset: NCI-60 drug combinations with 297,098 pairs across 59 cell lines. Task: Regression. Given two drug SMILES strings and cell line genomic features, predict the synergy score measuring deviation from expected non-interaction effect. (1) Drug 1: C1CN1P(=S)(N2CC2)N3CC3. Drug 2: CN(CCCl)CCCl.Cl. Cell line: UO-31. Synergy scores: CSS=-8.70, Synergy_ZIP=-3.94, Synergy_Bliss=-27.8, Synergy_Loewe=-31.1, Synergy_HSA=-48.3. (2) Drug 1: C1=CC=C(C=C1)NC(=O)CCCCCCC(=O)NO. Drug 2: CC(C)(C#N)C1=CC=C(C=C1)N2C3=C4C=C(C=CC4=NC=C3N(C2=O)C)C5=CC6=CC=CC=C6N=C5. Cell line: T-47D. Synergy scores: CSS=72.3, Synergy_ZIP=13.9, Synergy_Bliss=11.7, Synergy_Loewe=10.3, Synergy_HSA=13.9. (3) Drug 1: C1=CC(=C2C(=C1NCCNCCO)C(=O)C3=C(C=CC(=C3C2=O)O)O)NCCNCCO. Drug 2: CN(C(=O)NC(C=O)C(C(C(CO)O)O)O)N=O. Cell line: BT-549. Synergy scores: CSS=30.2, Synergy_ZIP=1.34, Synergy_Bliss=-0.295, Synergy_Loewe=-34.2, Synergy_HSA=0.609.